This data is from Choline transporter screen with 302,306 compounds. The task is: Binary Classification. Given a drug SMILES string, predict its activity (active/inactive) in a high-throughput screening assay against a specified biological target. (1) The molecule is S(=O)(=O)(Nc1c2ncccc2ccc1)c1ccc(NC(=O)C)cc1. The result is 0 (inactive). (2) The compound is O=C(NCC(=O)NN\C=C1\C(=O)C(OC)=CC=C1)C(c1ccccc1)c1ccccc1. The result is 0 (inactive). (3) The drug is ClC1(Cl)C(C1)(C(=O)N1C(CCc2c1ccc(F)c2)C)C. The result is 0 (inactive).